Dataset: Forward reaction prediction with 1.9M reactions from USPTO patents (1976-2016). Task: Predict the product of the given reaction. (1) Given the reactants C(O[C:4]([C:6]1[N:7]=[N:8][C:9]([O:12][CH2:13][C:14]2[C:15]([C:20]3[CH:25]=[CH:24][N:23]=[CH:22][CH:21]=3)=[N:16][O:17][C:18]=2[CH3:19])=[CH:10][CH:11]=1)=[O:5])C.[F:26][C:27]([F:31])([F:30])[CH2:28][NH2:29], predict the reaction product. The product is: [F:26][C:27]([F:31])([F:30])[CH2:28][NH:29][C:4]([C:6]1[N:7]=[N:8][C:9]([O:12][CH2:13][C:14]2[C:15]([C:20]3[CH:21]=[CH:22][N:23]=[CH:24][CH:25]=3)=[N:16][O:17][C:18]=2[CH3:19])=[CH:10][CH:11]=1)=[O:5]. (2) Given the reactants [CH3:1][N:2]1[C@H:8]([CH2:9][O:10]C2CCCCO2)[CH2:7][CH2:6][C:3]21[CH2:5][CH2:4]2.CC1C=CC(S(O)(=O)=O)=CC=1, predict the reaction product. The product is: [CH3:1][N:2]1[C@H:8]([CH2:9][OH:10])[CH2:7][CH2:6][C:3]21[CH2:5][CH2:4]2. (3) The product is: [OH:18][C@H:16]1[CH2:17][N:13]([C@H:8]([C:5]2[CH:6]=[N:7][C:2]([NH:36][NH2:37])=[CH:3][CH:4]=2)[C:9]([F:12])([F:10])[F:11])[CH2:14][C@H:15]1[NH:19][C:20](=[O:29])[O:21][C:5]([CH3:8])([CH3:6])[CH3:4]. Given the reactants Cl[C:2]1[N:7]=[CH:6][C:5]([C@@H:8]([N:13]2[CH2:17][C@H:16]([OH:18])[C@H:15]([NH:19][C:20](=[O:29])[O:21]CC3C=CC=CC=3)[CH2:14]2)[C:9]([F:12])([F:11])[F:10])=[CH:4][CH:3]=1.I[Si](C)(C)C.Cl.[NH2:36][NH2:37], predict the reaction product. (4) Given the reactants [CH:1]1([CH2:4][O:5][C:6]2[N:11]=[C:10]([C:12]([OH:14])=O)[CH:9]=[CH:8][C:7]=2[N:15]2[CH2:18][C:17]([F:20])([F:19])[CH2:16]2)[CH2:3][CH2:2]1.[CH:21]1([C:24]([CH3:32])([C:26]2[N:30]=[C:29]([CH3:31])[O:28][N:27]=2)[NH2:25])[CH2:23][CH2:22]1, predict the reaction product. The product is: [CH:21]1([C:24]([NH:25][C:12]([C:10]2[CH:9]=[CH:8][C:7]([N:15]3[CH2:18][C:17]([F:20])([F:19])[CH2:16]3)=[C:6]([O:5][CH2:4][CH:1]3[CH2:2][CH2:3]3)[N:11]=2)=[O:14])([C:26]2[N:30]=[C:29]([CH3:31])[O:28][N:27]=2)[CH3:32])[CH2:23][CH2:22]1. (5) Given the reactants C(N(C(C)C)CC)(C)C.CS(Cl)(=O)=O.[Br:15][C:16]1[CH:21]=[CH:20][C:19]([C:22]([N:24]2[CH2:28][CH2:27][CH2:26][C@H:25]2[CH2:29]O)=[O:23])=[CH:18][CH:17]=1.[N-:31]=[N+:32]=[N-:33].[Na+], predict the reaction product. The product is: [N:31]([CH2:29][C@@H:25]1[CH2:26][CH2:27][CH2:28][N:24]1[C:22]([C:19]1[CH:20]=[CH:21][C:16]([Br:15])=[CH:17][CH:18]=1)=[O:23])=[N+:32]=[N-:33].